Dataset: Forward reaction prediction with 1.9M reactions from USPTO patents (1976-2016). Task: Predict the product of the given reaction. (1) Given the reactants [CH3:1][C:2]1([CH3:24])[CH2:7][O:6][C:5](=[S:8])[N:4]([CH2:9][C:10]2[CH:15]=[CH:14][CH:13]=[CH:12][C:11]=2[NH:16][S:17]([C:20]([F:23])([F:22])[F:21])(=[O:19])=[O:18])[CH2:3]1.C(=O)([O-])O.[Na+].Cl[C:31]([O:33][CH3:34])=[O:32].O, predict the reaction product. The product is: [CH3:1][C:2]1([CH3:24])[CH2:7][O:6][C:5](=[S:8])[N:4]([CH2:9][C:10]2[CH:15]=[CH:14][CH:13]=[CH:12][C:11]=2[N:16]([C:31]([O:33][CH3:34])=[O:32])[S:17]([C:20]([F:23])([F:21])[F:22])(=[O:19])=[O:18])[CH2:3]1. (2) Given the reactants [CH3:1][O:2][C:3](=[O:15])[CH2:4][CH:5]1[C:9]2[CH:10]=[CH:11][C:12]([OH:14])=[CH:13][C:8]=2[O:7][CH2:6]1.Br[CH2:17][CH2:18][CH2:19][Cl:20].C(=O)([O-])[O-].[K+].[K+], predict the reaction product. The product is: [CH3:1][O:2][C:3](=[O:15])[CH2:4][CH:5]1[C:9]2[CH:10]=[CH:11][C:12]([O:14][CH2:17][CH2:18][CH2:19][Cl:20])=[CH:13][C:8]=2[O:7][CH2:6]1. (3) Given the reactants Br[C:2]1[CH:7]=[CH:6][CH:5]=[C:4]([Br:8])[C:3]=1[CH:9]1[O:14]CCCO1.[Li][CH2:16]CCC.CI, predict the reaction product. The product is: [Br:8][C:4]1[CH:5]=[CH:6][CH:7]=[C:2]([CH3:16])[C:3]=1[CH:9]=[O:14]. (4) Given the reactants [Br:1][C:2]1[CH:3]=[CH:4][C:5]2[S:14][C:8]3[CH2:9][NH:10][CH2:11][CH2:12][CH2:13][C:7]=3[C:6]=2[CH:15]=1.C(N(CC)CC)C.[C:23](O[C:23]([O:25][C:26]([CH3:29])([CH3:28])[CH3:27])=[O:24])([O:25][C:26]([CH3:29])([CH3:28])[CH3:27])=[O:24], predict the reaction product. The product is: [Br:1][C:2]1[CH:3]=[CH:4][C:5]2[S:14][C:8]3[CH2:9][N:10]([C:23]([O:25][C:26]([CH3:29])([CH3:28])[CH3:27])=[O:24])[CH2:11][CH2:12][CH2:13][C:7]=3[C:6]=2[CH:15]=1. (5) Given the reactants [C:1](Cl)(=[O:8])[C:2]1[CH:7]=[CH:6][CH:5]=[CH:4][CH:3]=1.[O:10]1[CH:14]=[CH:13][CH:12]=[C:11]1[C:15]([O:17][CH3:18])=[O:16].O, predict the reaction product. The product is: [C:2]1([C:1]([C:14]2[O:10][C:11]([C:15]([O:17][CH3:18])=[O:16])=[CH:12][CH:13]=2)=[O:8])[CH:7]=[CH:6][CH:5]=[CH:4][CH:3]=1. (6) The product is: [OH:41][C:40]([CH3:43])([CH3:42])[CH2:39][N:8]1[CH2:13][CH2:12][CH:11]([CH2:14][O:15][C:16]2[CH:17]=[CH:18][C:19]([C:22]3[CH:32]=[CH:31][C:25]4[S:26](=[O:30])(=[O:29])[CH2:27][CH2:28][C:24]=4[CH:23]=3)=[CH:20][CH:21]=2)[CH2:10][CH2:9]1. Given the reactants FC(F)(F)C(O)=O.[NH:8]1[CH2:13][CH2:12][CH:11]([CH2:14][O:15][C:16]2[CH:21]=[CH:20][C:19]([C:22]3[CH:32]=[CH:31][C:25]4[S:26](=[O:30])(=[O:29])[CH2:27][CH2:28][C:24]=4[CH:23]=3)=[CH:18][CH:17]=2)[CH2:10][CH2:9]1.C([O-])([O-])=O.[K+].[K+].[CH3:39][C:40]1([CH3:43])[CH2:42][O:41]1, predict the reaction product.